From a dataset of CYP2C9 inhibition data for predicting drug metabolism from PubChem BioAssay. Regression/Classification. Given a drug SMILES string, predict its absorption, distribution, metabolism, or excretion properties. Task type varies by dataset: regression for continuous measurements (e.g., permeability, clearance, half-life) or binary classification for categorical outcomes (e.g., BBB penetration, CYP inhibition). Dataset: cyp2c9_veith. (1) The compound is Cn1c(=O)n(C)c2cc(/C=C(/C#N)c3ccc(Cl)cc3)ccc21. The result is 1 (inhibitor). (2) The drug is COc1ccccc1CNC(=O)CN1CCC(NC(=O)c2ccccc2F)CC1.Cl. The result is 0 (non-inhibitor).